From a dataset of Reaction yield outcomes from USPTO patents with 853,638 reactions. Predict the reaction yield, written as a fraction of the theoretical maximum amount of product (1.0 means a 100% yield; for example, 0.34 means a 34% yield). The reactants are [Si]([O:8][CH2:9][C@H:10]1[CH2:14][CH2:13][C:12](=[O:15])[N:11]1[C:16]1[CH:46]=[C:45]([F:47])[CH:44]=[CH:43][C:17]=1[CH2:18][NH:19][C:20]([C:22]1[N:23]=[C:24]2[N:29]([C:30](=[O:40])[C:31]=1[O:32][CH2:33][C:34]1[CH:39]=[CH:38][CH:37]=[CH:36][CH:35]=1)[CH2:28][CH2:27][O:26][C:25]2([CH3:42])[CH3:41])=[O:21])(C(C)(C)C)(C)C.[F-].C([N+](CCCC)(CCCC)CCCC)CCC.C([O-])(O)=O.[Na+]. The catalyst is O1CCCC1. The product is [F:47][C:45]1[CH:44]=[CH:43][C:17]([CH2:18][NH:19][C:20]([C:22]2[N:23]=[C:24]3[N:29]([C:30](=[O:40])[C:31]=2[O:32][CH2:33][C:34]2[CH:39]=[CH:38][CH:37]=[CH:36][CH:35]=2)[CH2:28][CH2:27][O:26][C:25]3([CH3:42])[CH3:41])=[O:21])=[C:16]([N:11]2[C:12](=[O:15])[CH2:13][CH2:14][C@@H:10]2[CH2:9][OH:8])[CH:46]=1. The yield is 0.730.